Task: Predict the reaction yield, written as a fraction of the theoretical maximum amount of product (1.0 means a 100% yield; for example, 0.34 means a 34% yield).. Dataset: Reaction yield outcomes from USPTO patents with 853,638 reactions (1) The reactants are [N+:1]([C:4]1[CH:5]=[C:6]2[C:11](=[CH:12][CH:13]=1)[NH:10][C:9](=O)[NH:8][C:7]2=O)([O-:3])=[O:2].CN1CCN(C)C1=O.P(Cl)(Cl)([Cl:26])=O.[CH2:29]([NH2:33])[CH2:30][CH2:31][CH3:32]. The catalyst is O. The product is [CH2:29]([NH:33][C:7]1[C:6]2[C:11](=[CH:12][CH:13]=[C:4]([N+:1]([O-:3])=[O:2])[CH:5]=2)[N:10]=[C:9]([Cl:26])[N:8]=1)[CH2:30][CH2:31][CH3:32]. The yield is 0.636. (2) The reactants are [CH3:1][O:2][C:3]1[CH:4]=[C:5]2[C:10](=[CH:11][C:12]=1[O:13][CH3:14])[N:9]=[CH:8][CH:7]=[C:6]2[O:15][C:16]1[CH:21]=[CH:20][C:19]([NH:22][C:23]([C:25]2([C:28](O)=[O:29])[CH2:27][CH2:26]2)=[O:24])=[CH:18][CH:17]=1.[C:31]([O:35][C:36](=[O:46])[NH:37][CH2:38][C:39]1[CH:44]=[CH:43][C:42](N)=[CH:41][CH:40]=1)([CH3:34])([CH3:33])[CH3:32].C[N:48](C(ON1N=NC2C=CC=NC1=2)=[N+](C)C)C.F[P-](F)(F)(F)(F)F.CCN(C(C)C)C(C)C. The catalyst is O.CC(N(C)C)=O. The product is [C:31]([O:35][C:36](=[O:46])[NH:37][CH2:38][C:39]1[CH:44]=[CH:43][CH:42]=[C:41]([NH:48][C:28]([C:25]2([C:23](=[O:24])[NH:22][C:19]3[CH:18]=[CH:17][C:16]([O:15][C:6]4[C:5]5[C:10](=[CH:11][C:12]([O:13][CH3:14])=[C:3]([O:2][CH3:1])[CH:4]=5)[N:9]=[CH:8][CH:7]=4)=[CH:21][CH:20]=3)[CH2:26][CH2:27]2)=[O:29])[CH:40]=1)([CH3:34])([CH3:33])[CH3:32]. The yield is 0.790. (3) The reactants are [Cl:1][C:2]1[C:3]([CH2:18][NH:19][C:20]([C@@H:22]2[CH2:26][C@@H:25]([F:27])[CH2:24][N:23]2C(OC(C)(C)C)=O)=[O:21])=[CH:4][C:5]([C:8]2[CH:9]=[N:10][C:11]([C:14]([F:17])([F:16])[F:15])=[N:12][CH:13]=2)=[N:6][CH:7]=1.Cl. The catalyst is O1CCOCC1. The product is [ClH:1].[Cl:1][C:2]1[C:3]([CH2:18][NH:19][C:20]([C@@H:22]2[CH2:26][C@@H:25]([F:27])[CH2:24][NH:23]2)=[O:21])=[CH:4][C:5]([C:8]2[CH:9]=[N:10][C:11]([C:14]([F:17])([F:16])[F:15])=[N:12][CH:13]=2)=[N:6][CH:7]=1. The yield is 1.00.